The task is: Regression. Given a peptide amino acid sequence and an MHC pseudo amino acid sequence, predict their binding affinity value. This is MHC class I binding data.. This data is from Peptide-MHC class I binding affinity with 185,985 pairs from IEDB/IMGT. The peptide sequence is ISPSRSML. The MHC is Mamu-A01 with pseudo-sequence Mamu-A01. The binding affinity (normalized) is 0.762.